Dataset: HIV replication inhibition screening data with 41,000+ compounds from the AIDS Antiviral Screen. Task: Binary Classification. Given a drug SMILES string, predict its activity (active/inactive) in a high-throughput screening assay against a specified biological target. (1) The drug is NC(=O)NCc1c(C(N)=O)ncn1Cc1ccccc1. The result is 0 (inactive). (2) The drug is CC1CCCC(C)C(Sc2ccccc2)=C1Sc1ccccc1. The result is 0 (inactive). (3) The molecule is C=C(C(=O)O)C1CCC(CCC=C(C)CCC=C(C)CCC=C(C)C)CO1. The result is 0 (inactive). (4) The compound is CCC(CCCN)Nc1cc(OC)cc2cccnc12.O=P(O)(O)O. The result is 0 (inactive). (5) The drug is CCCCCC1CCCC2C1CCC(CCCCCO)N2C(=O)OCC(Cl)(Cl)Cl. The result is 0 (inactive). (6) The compound is N#CCCN(CCC#N)Cc1c(O)c(O)c(CN(CCC#N)CCC#N)c2ccccc12. The result is 1 (active).